From a dataset of Full USPTO retrosynthesis dataset with 1.9M reactions from patents (1976-2016). Predict the reactants needed to synthesize the given product. (1) Given the product [CH3:1][C:2]1[C:3]([CH2:8][N:9]([CH2:16][C:17]2[C:22]([CH3:23])=[CH:21][CH:20]=[CH:19][N:18]=2)[CH:10]2[CH2:15][CH2:14][N:13]([C:30]#[N:29])[CH2:12][CH2:11]2)=[N:4][CH:5]=[CH:6][CH:7]=1, predict the reactants needed to synthesize it. The reactants are: [CH3:1][C:2]1[C:3]([CH2:8][N:9]([CH2:16][C:17]2[C:22]([CH3:23])=[CH:21][CH:20]=[CH:19][N:18]=2)[CH:10]2[CH2:15][CH2:14][NH:13][CH2:12][CH2:11]2)=[N:4][CH:5]=[CH:6][CH:7]=1.CC([O-])=O.[Na+].[N:29]#[C:30]Br.O. (2) The reactants are: [Cl:1][C:2]1[C:10]2[N:9]=[C:8]3[N:11]([C:15]4[CH:22]=[CH:21][C:18]([C:19]#[N:20])=[CH:17][C:16]=4[CH3:23])[CH2:12][CH2:13][CH2:14][N:7]3[C:6]=2[C:5]([CH:24]=[O:25])=[CH:4][CH:3]=1.C[Si](C)(C)[C:28]([F:31])([F:30])[F:29].[F-].C([N+](CCCC)(CCCC)CCCC)CCC.Cl. Given the product [Cl:1][C:2]1[C:10]2[N:9]=[C:8]3[N:11]([C:15]4[CH:22]=[CH:21][C:18]([C:19]#[N:20])=[CH:17][C:16]=4[CH3:23])[CH2:12][CH2:13][CH2:14][N:7]3[C:6]=2[C:5]([CH:24]([OH:25])[C:28]([F:31])([F:30])[F:29])=[CH:4][CH:3]=1, predict the reactants needed to synthesize it. (3) Given the product [C:14]([N:7]1[C:8]2[C:13](=[CH:12][CH:11]=[CH:10][CH:9]=2)[C:5](=[O:4])[C:6]1=[CH:17][C:18]([C:19]#[N:20])=[C:21]1[N:22]([CH3:30])[CH2:25][CH:26]([CH2:27][OH:28])[O:29]1)(=[O:16])[CH3:15], predict the reactants needed to synthesize it. The reactants are: C([O:4][C:5]1[C:13]2[C:8](=[CH:9][CH:10]=[CH:11][CH:12]=2)[N:7]([C:14](=[O:16])[CH3:15])[C:6]=1[CH:17]=[C:18]([C:21]#[N:22])[C:19]#[N:20])(=O)C.CN[CH2:25][CH:26]([OH:29])[CH2:27][OH:28].[CH:30](O)(C)C. (4) Given the product [C:26]([NH:28][C:29](=[O:30])[NH:1][C:2]1[S:12][C:5]2[CH2:6][O:7][C:8]([CH3:11])([CH3:10])[CH2:9][C:4]=2[C:3]=1[C:13]([O:15][C:16]([CH3:19])([CH3:18])[CH3:17])=[O:14])(=[O:27])[C:20]1[CH:25]=[CH:24][CH:23]=[CH:22][CH:21]=1, predict the reactants needed to synthesize it. The reactants are: [NH2:1][C:2]1[S:12][C:5]2[CH2:6][O:7][C:8]([CH3:11])([CH3:10])[CH2:9][C:4]=2[C:3]=1[C:13]([O:15][C:16]([CH3:19])([CH3:18])[CH3:17])=[O:14].[C:20]1([C:26]([N:28]=[C:29]=[O:30])=[O:27])[CH:25]=[CH:24][CH:23]=[CH:22][CH:21]=1.